From a dataset of Peptide-MHC class I binding affinity with 185,985 pairs from IEDB/IMGT. Regression. Given a peptide amino acid sequence and an MHC pseudo amino acid sequence, predict their binding affinity value. This is MHC class I binding data. The peptide sequence is KTILKALGP. The MHC is HLA-B58:01 with pseudo-sequence HLA-B58:01. The binding affinity (normalized) is 0.